From a dataset of Full USPTO retrosynthesis dataset with 1.9M reactions from patents (1976-2016). Predict the reactants needed to synthesize the given product. Given the product [NH2:1][S:2]([C:5]1[C:6]([Cl:32])=[CH:7][C:8]([NH:25][CH2:26][C:27]2[O:28][CH:29]=[CH:30][CH:31]=2)=[C:9]([CH:24]=1)[C:10]([O:12][CH2:13][CH2:14][CH2:15][O:16][C:17](=[O:23])[CH2:18][CH2:19][C:20]([O:34][CH2:36][Cl:37])=[O:21])=[O:11])(=[O:3])=[O:4], predict the reactants needed to synthesize it. The reactants are: [NH2:1][S:2]([C:5]1[C:6]([Cl:32])=[CH:7][C:8]([NH:25][CH2:26][C:27]2[O:28][CH:29]=[CH:30][CH:31]=2)=[C:9]([CH:24]=1)[C:10]([O:12][CH2:13][CH2:14][CH2:15][O:16][C:17](=[O:23])[CH2:18][CH2:19][C:20](Cl)=[O:21])=[O:11])(=[O:4])=[O:3].C=[O:34].Cl[CH2:36][Cl:37].